From a dataset of Buchwald-Hartwig C-N cross coupling reaction yields with 55,370 reactions. Predict the reaction yield, written as a fraction of the theoretical maximum amount of product (1.0 means a 100% yield; for example, 0.34 means a 34% yield). (1) The reactants are Ic1cccnc1.Cc1ccc(N)cc1.O=S(=O)(O[Pd]1c2ccccc2-c2ccccc2N~1)C(F)(F)F.CC(C)c1cc(C(C)C)c(-c2ccccc2P(C(C)(C)C)C(C)(C)C)c(C(C)C)c1.CN(C)C(=NC(C)(C)C)N(C)C.c1ccc(-c2cnoc2)cc1. No catalyst specified. The product is Cc1ccc(Nc2cccnc2)cc1. The yield is 0.837. (2) The yield is 0.0351. The product is Cc1ccc(Nc2ccccn2)cc1. No catalyst specified. The reactants are Clc1ccccn1.Cc1ccc(N)cc1.O=S(=O)(O[Pd]1c2ccccc2-c2ccccc2N~1)C(F)(F)F.CC(C)c1cc(C(C)C)c(-c2ccccc2P(C(C)(C)C)C(C)(C)C)c(C(C)C)c1.CCN=P(N=P(N(C)C)(N(C)C)N(C)C)(N(C)C)N(C)C.CCOC(=O)c1ccon1. (3) The reactants are CCc1ccc(I)cc1.Cc1ccc(N)cc1.O=S(=O)(O[Pd]1c2ccccc2-c2ccccc2N~1)C(F)(F)F.CC(C)c1cc(C(C)C)c(-c2ccccc2P(C(C)(C)C)C(C)(C)C)c(C(C)C)c1.CN1CCCN2CCCN=C12.CCOC(=O)c1cc(C)no1. No catalyst specified. The product is CCc1ccc(Nc2ccc(C)cc2)cc1. The yield is 0.849. (4) The reactants are Brc1cccnc1.Cc1ccc(N)cc1.O=S(=O)(O[Pd]1c2ccccc2-c2ccccc2N~1)C(F)(F)F.COc1ccc(OC)c(P([C@]23C[C@H]4C[C@H](C[C@H](C4)C2)C3)[C@]23C[C@H]4C[C@H](C[C@H](C4)C2)C3)c1-c1c(C(C)C)cc(C(C)C)cc1C(C)C.CN1CCCN2CCCN=C12.Cc1cc(C)on1. No catalyst specified. The product is Cc1ccc(Nc2cccnc2)cc1. The yield is 0.838. (5) The reactants are COc1ccc(Br)cc1.Cc1ccc(N)cc1.O=S(=O)(O[Pd]1c2ccccc2-c2ccccc2N~1)C(F)(F)F.CC(C)c1cc(C(C)C)c(-c2ccccc2P(C2CCCCC2)C2CCCCC2)c(C(C)C)c1.CN(C)C(=NC(C)(C)C)N(C)C.CCOC(=O)c1ccon1. No catalyst specified. The product is COc1ccc(Nc2ccc(C)cc2)cc1. The yield is 0.0991. (6) The reactants are Clc1ccccn1.Cc1ccc(N)cc1.O=S(=O)(O[Pd]1c2ccccc2-c2ccccc2N~1)C(F)(F)F.COc1ccc(OC)c(P(C(C)(C)C)C(C)(C)C)c1-c1c(C(C)C)cc(C(C)C)cc1C(C)C.CN1CCCN2CCCN=C12.CCOC(=O)c1cc(C)on1. No catalyst specified. The product is Cc1ccc(Nc2ccccn2)cc1. The yield is 0.847. (7) The yield is 0.746. The reactants are CCc1ccc(I)cc1.Cc1ccc(N)cc1.O=S(=O)(O[Pd]1c2ccccc2-c2ccccc2N~1)C(F)(F)F.COc1ccc(OC)c(P(C(C)(C)C)C(C)(C)C)c1-c1c(C(C)C)cc(C(C)C)cc1C(C)C.CN1CCCN2CCCN=C12.COC(=O)c1cc(-c2cccs2)on1. The product is CCc1ccc(Nc2ccc(C)cc2)cc1. No catalyst specified. (8) The reactants are FC(F)(F)c1ccc(Cl)cc1.Cc1ccc(N)cc1.O=S(=O)(O[Pd]1c2ccccc2-c2ccccc2N~1)C(F)(F)F.CC(C)c1cc(C(C)C)c(-c2ccccc2P(C(C)(C)C)C(C)(C)C)c(C(C)C)c1.CN(C)C(=NC(C)(C)C)N(C)C.c1ccc(-c2ccno2)cc1. No catalyst specified. The product is Cc1ccc(Nc2ccc(C(F)(F)F)cc2)cc1. The yield is 0.169.